Dataset: NCI-60 drug combinations with 297,098 pairs across 59 cell lines. Task: Regression. Given two drug SMILES strings and cell line genomic features, predict the synergy score measuring deviation from expected non-interaction effect. (1) Drug 1: C(CC(=O)O)C(=O)CN.Cl. Drug 2: CC1C(C(CC(O1)OC2CC(CC3=C2C(=C4C(=C3O)C(=O)C5=CC=CC=C5C4=O)O)(C(=O)C)O)N)O. Cell line: OVCAR-5. Synergy scores: CSS=36.0, Synergy_ZIP=-2.43, Synergy_Bliss=-4.17, Synergy_Loewe=-25.5, Synergy_HSA=-1.65. (2) Drug 1: CC12CCC3C(C1CCC2O)C(CC4=C3C=CC(=C4)O)CCCCCCCCCS(=O)CCCC(C(F)(F)F)(F)F. Synergy scores: CSS=-2.54, Synergy_ZIP=-5.00, Synergy_Bliss=-6.56, Synergy_Loewe=-4.90, Synergy_HSA=-6.64. Cell line: HCT116. Drug 2: CC12CCC3C(C1CCC2OP(=O)(O)O)CCC4=C3C=CC(=C4)OC(=O)N(CCCl)CCCl.[Na+]. (3) Drug 1: CC1=CC=C(C=C1)C2=CC(=NN2C3=CC=C(C=C3)S(=O)(=O)N)C(F)(F)F. Drug 2: C1CN1C2=NC(=NC(=N2)N3CC3)N4CC4. Cell line: SF-539. Synergy scores: CSS=52.2, Synergy_ZIP=2.18, Synergy_Bliss=0.735, Synergy_Loewe=-22.5, Synergy_HSA=-2.04.